This data is from Forward reaction prediction with 1.9M reactions from USPTO patents (1976-2016). The task is: Predict the product of the given reaction. (1) Given the reactants Br[CH2:2][C:3]1[C:8]([CH2:9][CH3:10])=[CH:7][CH:6]=[CH:5][C:4]=1[N:11]1[C:15](=[O:16])[N:14]([CH3:17])[N:13]=[N:12]1.[CH3:18][O:19][C:20]1[CH:25]=[CH:24][CH:23]=[CH:22][C:21]=1[N:26]1[CH:30]=[CH:29][C:28]([OH:31])=[N:27]1.C(=O)([O-])[O-].[K+].[K+].C(#N)C, predict the reaction product. The product is: [CH3:18][O:19][C:20]1[CH:25]=[CH:24][CH:23]=[CH:22][C:21]=1[N:26]1[CH:30]=[CH:29][C:28]([O:31][CH2:2][C:3]2[C:8]([CH2:9][CH3:10])=[CH:7][CH:6]=[CH:5][C:4]=2[N:11]2[C:15](=[O:16])[N:14]([CH3:17])[N:13]=[N:12]2)=[N:27]1. (2) Given the reactants [Br:1][C:2]1[C:9]([O:10][CH3:11])=[CH:8][C:5]([CH:6]=[O:7])=[C:4]([O:12][CH3:13])[CH:3]=1.[CH2:14](O)[CH2:15][OH:16], predict the reaction product. The product is: [Br:1][C:2]1[C:9]([O:10][CH3:11])=[CH:8][C:5]([CH:6]2[O:16][CH2:15][CH2:14][O:7]2)=[C:4]([O:12][CH3:13])[CH:3]=1. (3) Given the reactants C([N:8]1[CH2:12][CH:11]([C:13]2[CH:18]=[CH:17][C:16]([Cl:19])=[C:15]([Cl:20])[CH:14]=2)[CH:10]([C:21](=[O:23])[CH3:22])[CH2:9]1)C1C=CC=CC=1.ClC(OCC(Cl)(Cl)Cl)=O, predict the reaction product. The product is: [Cl:20][C:15]1[CH:14]=[C:13]([CH:11]2[CH2:12][NH:8][CH2:9][CH:10]2[C:21](=[O:23])[CH3:22])[CH:18]=[CH:17][C:16]=1[Cl:19].